Dataset: Full USPTO retrosynthesis dataset with 1.9M reactions from patents (1976-2016). Task: Predict the reactants needed to synthesize the given product. (1) Given the product [OH:8][C@@H:9]1[CH2:14][CH2:13][C@H:12]([N:15]2[CH2:19][CH2:18][C@H:17]([NH:20][C:21](=[O:30])[O:22][CH2:23][C:24]3[CH:25]=[CH:26][CH:27]=[CH:28][CH:29]=3)[C:16]2=[O:31])[C@H:11]([CH:32]([CH3:34])[CH3:33])[CH2:10]1, predict the reactants needed to synthesize it. The reactants are: [Si]([O:8][C@@H:9]1[CH2:14][CH2:13][C@H:12]([N:15]2[CH2:19][CH2:18][C@H:17]([NH:20][C:21](=[O:30])[O:22][CH2:23][C:24]3[CH:29]=[CH:28][CH:27]=[CH:26][CH:25]=3)[C:16]2=[O:31])[C@H:11]([CH:32]([CH3:34])[CH3:33])[CH2:10]1)(C(C)(C)C)(C)C. (2) Given the product [CH3:1][C:2]1[O:6][N:5]=[C:4]([C:7]2[CH:12]=[CH:11][C:10]([NH2:13])=[CH:9][CH:8]=2)[N:3]=1, predict the reactants needed to synthesize it. The reactants are: [CH3:1][C:2]1[O:6][N:5]=[C:4]([C:7]2[CH:12]=[CH:11][C:10]([N+:13]([O-])=O)=[CH:9][CH:8]=2)[N:3]=1.[Cl-].[NH4+]. (3) Given the product [F:1][C:2]1[CH:7]=[CH:6][C:5]([N:8]2[C:16]3[C:11](=[CH:12][C:13]([CH:17]([C:46]4[CH:51]=[CH:50][CH:49]=[CH:48][CH:47]=4)[C:18]([CH3:22])([CH3:23])[C:19]([NH2:30])=[O:20])=[CH:14][CH:15]=3)[CH:10]=[N:9]2)=[CH:4][CH:3]=1, predict the reactants needed to synthesize it. The reactants are: [F:1][C:2]1[CH:7]=[CH:6][C:5]([N:8]2[C:16]3[C:11](=[CH:12][C:13]([CH:17](C4C=CC=CC=4)[C:18]([CH3:23])([CH3:22])[C:19](O)=[O:20])=[CH:14][CH:15]=3)[CH:10]=[N:9]2)=[CH:4][CH:3]=1.[N:30]1C=CC=CC=1.N1C(F)=NC(F)=NC=1F.F[C:46]1[CH:51]=[CH:50][C:49](N2[C:51]3[C:46](=[CH:47][C:48](C([C:46]4[CH:51]=[CH:50][CH:49]=[CH:48][CH:47]=4)C(C)(C)C(F)=O)=[CH:49][CH:50]=3)C=N2)=[CH:48][CH:47]=1.N. (4) Given the product [F:2][C:3]1[CH:20]=[C:19]([S:21]([CH3:24])(=[O:23])=[O:22])[CH:18]=[CH:17][C:4]=1[CH2:5][O:6][CH2:7][C@H:8]1[CH2:10][C@@H:9]1[CH:11]1[CH2:12][CH2:13][N:14]([C:25]([O:34][C:35]2([CH3:38])[CH2:37][CH2:36]2)=[O:26])[CH2:15][CH2:16]1, predict the reactants needed to synthesize it. The reactants are: Cl.[F:2][C:3]1[CH:20]=[C:19]([S:21]([CH3:24])(=[O:23])=[O:22])[CH:18]=[CH:17][C:4]=1[CH2:5][O:6][CH2:7][C@H:8]1[CH2:10][C@@H:9]1[CH:11]1[CH2:16][CH2:15][NH:14][CH2:13][CH2:12]1.[C:25](=O)([O:34][C:35]1([CH3:38])[CH2:37][CH2:36]1)[O:26]N1C(=O)CCC1=O.C(N(CC)CC)C. (5) Given the product [Br:17][C:18]1[N:23]=[C:22]([NH:24][C:25]([C@@H:27]2[CH2:32][C@@H:31]3[C@@H:29]([CH2:30]3)[N:28]2[C:14](=[O:16])[CH2:13][N:6]2[C:7]3=[N:8][CH:9]=[CH:10][CH:11]=[C:12]3[C:4]([C:1]([NH2:2])=[O:3])=[N:5]2)=[O:26])[CH:21]=[N:34][CH:19]=1, predict the reactants needed to synthesize it. The reactants are: [C:1]([C:4]1[C:12]2[C:7](=[N:8][CH:9]=[CH:10][CH:11]=2)[N:6]([CH2:13][C:14]([OH:16])=O)[N:5]=1)(=[O:3])[NH2:2].[Br:17][C:18]1[N:23]=[C:22]([NH:24][C:25]([C@@H:27]2[CH2:32][C@@H:31]3[C@@H:29]([CH2:30]3)[NH:28]2)=[O:26])[CH:21]=C[CH:19]=1.C[N:34](C(ON1N=NC2C=CC=CC1=2)=[N+](C)C)C.F[P-](F)(F)(F)(F)F.CCN(C(C)C)C(C)C. (6) Given the product [OH:9][N:8]=[C:7]([Cl:13])[C@H:5]1[C:4]([CH3:11])([CH3:10])[O:3][C:2]([CH3:12])([CH3:1])[O:6]1, predict the reactants needed to synthesize it. The reactants are: [CH3:1][C:2]1([CH3:12])[O:6][C@@H:5]([CH:7]=[N:8][OH:9])[C:4]([CH3:11])([CH3:10])[O:3]1.[Cl:13]N1C(=O)CCC1=O.O. (7) Given the product [ClH:47].[F:18][C@@H:19]1[CH2:23][CH2:22][N:21]([CH2:24][CH2:25][O:26][C:27]2[CH:28]=[C:29]([CH:33]=[CH:34][CH:35]=2)[C:30]([NH:17][CH:14]2[CH2:15][CH2:16][N:11]([C:9]3[N:8]=[CH:7][NH:6][C:5]4=[N:4][CH:3]=[C:2]([CH3:1])[C:10]=34)[CH2:12][CH2:13]2)=[O:31])[CH2:20]1, predict the reactants needed to synthesize it. The reactants are: [CH3:1][C:2]1[C:10]2[C:5]([NH:6][CH:7]=[N:8][C:9]=2[N:11]2[CH2:16][CH2:15][CH:14]([NH2:17])[CH2:13][CH2:12]2)=[N:4][CH:3]=1.[F:18][C@@H:19]1[CH2:23][CH2:22][N:21]([CH2:24][CH2:25][O:26][C:27]2[CH:28]=[C:29]([CH:33]=[CH:34][CH:35]=2)[C:30](O)=[O:31])[CH2:20]1.CCN(C(C)C)C(C)C.C(Cl)C[Cl:47].C1C=CC2N(O)N=NC=2C=1.